This data is from Catalyst prediction with 721,799 reactions and 888 catalyst types from USPTO. The task is: Predict which catalyst facilitates the given reaction. (1) Reactant: [Si:1]([O:8][CH2:9][C@@H:10]([NH2:15])[CH2:11][CH:12]([CH3:14])[CH3:13])([C:4]([CH3:7])([CH3:6])[CH3:5])([CH3:3])[CH3:2].C(O[CH:19](O)[CH:20]([F:22])[F:21])C. Product: [Si:1]([O:8][CH2:9][C@@H:10](/[N:15]=[CH:19]/[CH:20]([F:22])[F:21])[CH2:11][CH:12]([CH3:13])[CH3:14])([C:4]([CH3:7])([CH3:6])[CH3:5])([CH3:3])[CH3:2]. The catalyst class is: 48. (2) Reactant: [I:1][C:2]1[C:10]2[C:5](=[CH:6][CH:7]=[CH:8][C:9]=2[N+:11]([O-:13])=[O:12])[NH:4][N:3]=1.Cl.Cl[CH2:16][C:17]1[CH:18]=[N:19][N:20]([CH2:22][C:23]2[CH:28]=[CH:27][C:26]([O:29][CH3:30])=[CH:25][CH:24]=2)[CH:21]=1.C([O-])([O-])=O.[K+].[K+]. Product: [I:1][C:2]1[C:10]2[C:5](=[CH:6][CH:7]=[CH:8][C:9]=2[N+:11]([O-:13])=[O:12])[N:4]([CH2:16][C:17]2[CH:18]=[N:19][N:20]([CH2:22][C:23]3[CH:28]=[CH:27][C:26]([O:29][CH3:30])=[CH:25][CH:24]=3)[CH:21]=2)[N:3]=1. The catalyst class is: 31. (3) Reactant: [F:1][C:2]1[CH:24]=[CH:23][C:5]([CH2:6][N:7]2[C:11]3=[CH:12][N:13]=[C:14]([C:16]([O:18]C)=[O:17])[CH:15]=[C:10]3[C:9]([CH2:20][O:21][CH3:22])=[CH:8]2)=[CH:4][CH:3]=1.O.[OH-].[Li+].O. Product: [F:1][C:2]1[CH:3]=[CH:4][C:5]([CH2:6][N:7]2[C:11]3=[CH:12][N:13]=[C:14]([C:16]([OH:18])=[O:17])[CH:15]=[C:10]3[C:9]([CH2:20][O:21][CH3:22])=[CH:8]2)=[CH:23][CH:24]=1. The catalyst class is: 5. (4) Reactant: [CH2:1]1[C:7]2=[C:8]3[C:12](=[CH:13][CH:14]=[C:6]2[O:5][CH2:4][CH2:3][N:2]1C(OC(C)(C)C)=O)[NH:11][CH:10]=[CH:9]3.[H-].[Na+].CN(C=O)C.[CH:29]1[C:38]2[C:33](=[CH:34][CH:35]=[CH:36][CH:37]=2)[CH:32]=[CH:31][C:30]=1[S:39](Cl)(=[O:41])=[O:40]. Product: [CH:29]1[C:38]2[C:33](=[CH:34][CH:35]=[CH:36][CH:37]=2)[CH:32]=[CH:31][C:30]=1[S:39]([N:11]1[C:12]2[C:8](=[C:7]3[CH2:1][NH:2][CH2:3][CH2:4][O:5][C:6]3=[CH:14][CH:13]=2)[CH:9]=[CH:10]1)(=[O:40])=[O:41]. The catalyst class is: 547. (5) Reactant: [O:1]=[C:2]1[CH2:10][C:9]2[C:4](=[CH:5][C:6]([C:11]([C:13]3[CH:14]=[C:15]([NH:19][C:20]([C:22]4[N:23]([CH3:28])[N:24]=[C:25]([CH3:27])[CH:26]=4)=[O:21])[CH:16]=[CH:17][CH:18]=3)=[O:12])=[CH:7][CH:8]=2)[NH:3]1.[CH:29](OCC)=[O:30].[O-]CC.[Na+].Cl. Product: [OH:30][CH:29]=[C:10]1[C:9]2[C:4](=[CH:5][C:6]([C:11]([C:13]3[CH:14]=[C:15]([NH:19][C:20]([C:22]4[N:23]([CH3:28])[N:24]=[C:25]([CH3:27])[CH:26]=4)=[O:21])[CH:16]=[CH:17][CH:18]=3)=[O:12])=[CH:7][CH:8]=2)[NH:3][C:2]1=[O:1]. The catalyst class is: 8. (6) Reactant: C(OC([N:11]1[CH2:15][CH2:14][CH:13]([C:16]2[NH:20][N:19]=[N:18][N:17]=2)[CH2:12]1)=O)C1C=CC=CC=1.[H][H]. Product: [NH:11]1[CH2:15][CH2:14][CH:13]([C:16]2[NH:20][N:19]=[N:18][N:17]=2)[CH2:12]1. The catalyst class is: 43. (7) Reactant: [Cl:1][CH2:2][CH2:3][CH2:4][O:5][C:6]1[CH:7]=[C:8]2[C:13](=[CH:14][CH:15]=1)[CH2:12][CH:11]([CH2:16][N:17]1[CH2:21][CH2:20][CH2:19][CH2:18]1)[CH2:10][CH2:9]2.[NH:22]1[CH2:26][CH2:25][CH2:24][CH2:23]1.C(=O)([O-])[O-].[K+].[K+].[I-].[K+]. Product: [ClH:1].[N:17]1([CH2:16][CH:11]2[CH2:10][CH2:9][C:8]3[CH:7]=[C:6]([O:5][CH2:4][CH2:3][CH2:2][N:22]4[CH2:26][CH2:25][CH2:24][CH2:23]4)[CH:15]=[CH:14][C:13]=3[CH2:12]2)[CH2:21][CH2:20][CH2:19][CH2:18]1. The catalyst class is: 311. (8) Reactant: [Br:1][C:2]1[CH:3]=[CH:4][CH:5]=[C:6]2[C:11]=1[N:10]=[C:9]([CH3:12])[CH:8]=[CH:7]2.O.[Se](=O)=[O:15]. Product: [Br:1][C:2]1[CH:3]=[CH:4][CH:5]=[C:6]2[C:11]=1[N:10]=[C:9]([CH:12]=[O:15])[CH:8]=[CH:7]2. The catalyst class is: 12.